From a dataset of Forward reaction prediction with 1.9M reactions from USPTO patents (1976-2016). Predict the product of the given reaction. Given the reactants [CH3:1][C:2]1[CH:7]=[CH:6][N:5]=[C:4]([NH:8][C@@H:9]2[CH2:14][CH2:13][CH2:12][N:11](C(OC(C)(C)C)=O)[CH2:10]2)[CH:3]=1.[ClH:22], predict the reaction product. The product is: [ClH:22].[ClH:22].[CH3:1][C:2]1[CH:7]=[CH:6][N:5]=[C:4]([NH:8][C@@H:9]2[CH2:14][CH2:13][CH2:12][NH:11][CH2:10]2)[CH:3]=1.